This data is from Catalyst prediction with 721,799 reactions and 888 catalyst types from USPTO. The task is: Predict which catalyst facilitates the given reaction. (1) Reactant: Cl.[F:2][C:3]([F:15])([F:14])[C:4]1[CH:5]=[N:6][C:7]2[CH2:8][CH2:9][NH:10][CH2:11][C:12]=2[CH:13]=1.[C:16](O[C:16]([O:18][C:19]([CH3:22])([CH3:21])[CH3:20])=[O:17])([O:18][C:19]([CH3:22])([CH3:21])[CH3:20])=[O:17].C(N(CC)CC)C. Product: [F:15][C:3]([F:14])([F:2])[C:4]1[CH:5]=[N:6][C:7]2[CH2:8][CH2:9][N:10]([C:16]([O:18][C:19]([CH3:22])([CH3:21])[CH3:20])=[O:17])[CH2:11][C:12]=2[CH:13]=1. The catalyst class is: 4. (2) Reactant: [CH:1]1[CH:13]=[CH:12][C:11]2[CH2:14][CH2:15][CH2:16][N:9]3[C:10]=2[C:2]=1[C:3]1[CH2:4][CH2:5][CH2:6][CH2:7][C:8]=13.[N+:17]([O-])([O-:19])=[O:18].[K+]. Product: [N+:17]([C:13]1[CH:1]=[C:2]2[C:10]3=[C:11]([CH2:14][CH2:15][CH2:16][N:9]3[C:8]3[CH2:7][CH2:6][CH2:5][CH2:4][C:3]2=3)[CH:12]=1)([O-:19])=[O:18]. The catalyst class is: 65. (3) Reactant: B(Br)(Br)Br.[CH:5]1([CH2:10][C:11]2[NH:12][C:13](=[O:29])[C:14]3[CH:19]=[N:18][N:17]([C:20]4[CH:25]=[CH:24][CH:23]=[CH:22][C:21]=4[O:26]CC)[C:15]=3[N:16]=2)[CH2:9][CH2:8][CH2:7][CH2:6]1. Product: [CH:5]1([CH2:10][C:11]2[NH:12][C:13](=[O:29])[C:14]3[CH:19]=[N:18][N:17]([C:20]4[CH:25]=[CH:24][CH:23]=[CH:22][C:21]=4[OH:26])[C:15]=3[N:16]=2)[CH2:6][CH2:7][CH2:8][CH2:9]1. The catalyst class is: 4. (4) Reactant: OC(C(F)(F)F)=O.[CH3:8][C:9]([Si:12]([CH3:28])([CH3:27])[O:13][C@H:14]1[C@H:19]([N:20]2[C:24](=[O:25])[CH2:23][O:22][C:21]2=[O:26])[CH2:18][CH2:17][NH:16][CH2:15]1)([CH3:11])[CH3:10].CCN(C(C)C)C(C)C.[Cl:38][C:39]1[N:43]2[CH:44]=[C:45]([C:52]3[CH:56]=[CH:55][O:54][CH:53]=3)[CH:46]=[C:47]([C:48]([F:51])([F:50])[F:49])[C:42]2=[N:41][C:40]=1[C:57](O)=[O:58].CN(C(ON1N=NC2C=CC=NC1=2)=[N+](C)C)C.F[P-](F)(F)(F)(F)F. Product: [Cl:38][C:39]1[N:43]2[CH:44]=[C:45]([C:52]3[CH:56]=[CH:55][O:54][CH:53]=3)[CH:46]=[C:47]([C:48]([F:50])([F:49])[F:51])[C:42]2=[N:41][C:40]=1[C:57]([N:16]1[CH2:17][CH2:18][C@@H:19]([N:20]2[C:24](=[O:25])[CH2:23][O:22][C:21]2=[O:26])[C@H:14]([O:13][Si:12]([C:9]([CH3:8])([CH3:10])[CH3:11])([CH3:28])[CH3:27])[CH2:15]1)=[O:58]. The catalyst class is: 31. (5) Reactant: C1(P(C2C=CC=CC=2)C2C=CC=CC=2)C=CC=CC=1.[NH:20]1[CH:24]=[C:23](/[CH:25]=[CH:26]/[C:27]([O:29][CH3:30])=[O:28])[CH:22]=[N:21]1.[CH3:31][N:32]1[CH2:37][CH2:36][CH:35]([CH2:38]O)[CH2:34][CH2:33]1.N(C(OC(C)(C)C)=O)=NC(OC(C)(C)C)=O. Product: [CH3:31][N:32]1[CH2:37][CH2:36][CH:35]([CH2:38][N:20]2[CH:24]=[C:23](/[CH:25]=[CH:26]/[C:27]([O:29][CH3:30])=[O:28])[CH:22]=[N:21]2)[CH2:34][CH2:33]1. The catalyst class is: 7. (6) Reactant: [CH3:1][O:2][C:3]1[CH:8]=[CH:7][C:6]([N:9]([CH3:22])[C:10]2[C:19]3[C:14](=[CH:15][CH:16]=[CH:17][CH:18]=3)[N:13]=[C:12]([C:20]#[N:21])[N:11]=2)=[CH:5][CH:4]=1.[N-:23]=[N+:24]=[N-:25].[Na+].[Cl-].[NH4+]. Product: [CH3:1][O:2][C:3]1[CH:8]=[CH:7][C:6]([N:9]([CH3:22])[C:10]2[C:19]3[C:14](=[CH:15][CH:16]=[CH:17][CH:18]=3)[N:13]=[C:12]([C:20]3[NH:25][N:24]=[N:23][N:21]=3)[N:11]=2)=[CH:5][CH:4]=1. The catalyst class is: 3. (7) The catalyst class is: 17. Reactant: N(C([O-])=O)=NC([O-])=O.[K+].[K+].[Cl:11][C:12]1[CH:13]=[N:14][C:15]2[NH:16][C:17]3[CH:18]=[CH:19][C:20]([N:34]4[CH2:39][CH2:38][O:37][CH2:36][CH2:35]4)=[C:21]([CH:33]=3)[CH:22]=[CH:23][C:24]3[CH:32]=[C:28]([NH:29][C:30]=1[N:31]=2)[CH:27]=[CH:26][CH:25]=3.C(O)(=O)C.O. Product: [Cl:11][C:12]1[CH:13]=[N:14][C:15]2[NH:16][C:17]3[CH:18]=[CH:19][C:20]([N:34]4[CH2:35][CH2:36][O:37][CH2:38][CH2:39]4)=[C:21]([CH:33]=3)[CH2:22][CH2:23][C:24]3[CH:32]=[C:28]([NH:29][C:30]=1[N:31]=2)[CH:27]=[CH:26][CH:25]=3. (8) Reactant: [Br:1][C:2]1[CH:3]=[CH:4]/[C:5](=[N:13]/S(C2C=CC(C)=CC=2)(=O)=O)/[N:6]([CH2:9][C:10]([NH2:12])=O)[C:7]=1[CH3:8].[F:24][C:25]([F:36])([F:35])[C:26](O[C:26](=[O:27])[C:25]([F:36])([F:35])[F:24])=[O:27]. Product: [Br:1][C:2]1[CH:3]=[CH:4][C:5]2[N:6]([CH:9]=[C:10]([NH:12][C:26](=[O:27])[C:25]([F:36])([F:35])[F:24])[N:13]=2)[C:7]=1[CH3:8]. The catalyst class is: 2. (9) Product: [ClH:1].[Cl:1][C:2]1[CH:3]=[C:4]([C:12]2[O:16][N:15]=[C:14]([C:17]3[C:27]4[CH2:26][CH2:25][N:24]([CH2:28][C:29]([OH:31])=[O:30])[CH2:23][CH2:22][C:21]=4[CH:20]=[CH:19][CH:18]=3)[N:13]=2)[CH:5]=[CH:6][C:7]=1[O:8][CH:9]([CH3:11])[CH3:10]. The catalyst class is: 89. Reactant: [Cl:1][C:2]1[CH:3]=[C:4]([C:12]2[O:16][N:15]=[C:14]([C:17]3[C:27]4[CH2:26][CH2:25][N:24]([CH2:28][C:29]([O:31]C(C)(C)C)=[O:30])[CH2:23][CH2:22][C:21]=4[CH:20]=[CH:19][CH:18]=3)[N:13]=2)[CH:5]=[CH:6][C:7]=1[O:8][CH:9]([CH3:11])[CH3:10].